Dataset: Forward reaction prediction with 1.9M reactions from USPTO patents (1976-2016). Task: Predict the product of the given reaction. (1) Given the reactants Cl.[CH2:2]([O:4][C:5](=[O:9])[CH2:6][NH:7][CH3:8])[CH3:3].C(N(CC)CC)C.[CH3:17][C:18]1([CH3:28])[O:22]/[C:21](=[CH:23]\[C:24](Cl)=[O:25])/[C:20](=[O:27])[O:19]1, predict the reaction product. The product is: [CH2:2]([O:4][C:5](=[O:9])[CH2:6][N:7]([C:24](=[O:25])/[CH:23]=[C:21]1\[O:22][C:18]([CH3:17])([CH3:28])[O:19][C:20]\1=[O:27])[CH3:8])[CH3:3]. (2) Given the reactants C([O:8][C:9]1[C:10](=[O:24])[CH:11]=[C:12]([CH2:16][NH:17][C@@H:18]([CH3:23])[C:19]([NH:21][CH3:22])=[O:20])[N:13]([CH3:15])[CH:14]=1)C1C=CC=CC=1.[H][H], predict the reaction product. The product is: [OH:8][C:9]1[C:10](=[O:24])[CH:11]=[C:12]([CH2:16][NH:17][C@@H:18]([CH3:23])[C:19]([NH:21][CH3:22])=[O:20])[N:13]([CH3:15])[CH:14]=1. (3) Given the reactants [CH2:1]([O:8][C:9]1[CH:14]=[C:13]([O:15][CH3:16])[CH:12]=[CH:11][C:10]=1[N+:17]([O-])=O)[C:2]1[CH:7]=[CH:6][CH:5]=[CH:4][CH:3]=1, predict the reaction product. The product is: [CH2:1]([O:8][C:9]1[CH:14]=[C:13]([O:15][CH3:16])[CH:12]=[CH:11][C:10]=1[NH2:17])[C:2]1[CH:3]=[CH:4][CH:5]=[CH:6][CH:7]=1.